This data is from Catalyst prediction with 721,799 reactions and 888 catalyst types from USPTO. The task is: Predict which catalyst facilitates the given reaction. (1) The catalyst class is: 1. Product: [Si:10]([O:15][C:14]1[CH:16]=[C:17]([OH:18])[CH:19]=[CH:20][CH:21]=1)([C:6]([CH3:9])([CH3:8])[CH3:7])([CH3:12])[CH3:11]. Reactant: N1C=CN=C1.[C:6]([Si:10](Cl)([CH3:12])[CH3:11])([CH3:9])([CH3:8])[CH3:7].[C:14]1([CH:21]=[CH:20][CH:19]=[C:17]([OH:18])[CH:16]=1)[OH:15]. (2) Product: [CH2:1]([N:4]1[C:8]2[CH:9]=[CH:10][C:11]3[C@@H:12]([O:30][CH2:31][CH2:32][O:33][CH3:34])[C@H:13]([OH:23])[C@@H:14]([C:17]4[CH:22]=[CH:21][CH:20]=[CH:19][CH:18]=4)[O:15][C:16]=3[C:7]=2[N:6]=[C:5]1[CH3:35])[CH:2]=[CH2:3]. Reactant: [CH2:1]([N:4]1[C:8]2[CH:9]=[CH:10][C:11]3[C@@H:12]([O:30][CH2:31][CH2:32][O:33][CH3:34])[C@H:13]([O:23]C(=O)C(C)(C)C)[C@@H:14]([C:17]4[CH:22]=[CH:21][CH:20]=[CH:19][CH:18]=4)[O:15][C:16]=3[C:7]=2[N:6]=[C:5]1[CH3:35])[CH:2]=[CH2:3].C(=O)([O-])[O-].[K+].[K+]. The catalyst class is: 5. (3) Reactant: [CH2:1]([O:3][C:4](=[O:21])[CH2:5][CH2:6][CH:7]1[CH2:12][CH2:11][CH:10]([CH:13]2[CH2:18][CH2:17][CH:16]([CH:19]=O)[CH2:15][CH2:14]2)[CH2:9][CH2:8]1)[CH3:2].[CH3:22]C(C)([O-])C.[K+]. Product: [CH2:1]([O:3][C:4](=[O:21])[CH2:5][CH2:6][CH:7]1[CH2:12][CH2:11][CH:10]([CH:13]2[CH2:18][CH2:17][CH:16]([CH:19]=[CH2:22])[CH2:15][CH2:14]2)[CH2:9][CH2:8]1)[CH3:2]. The catalyst class is: 307. (4) Reactant: CO.[CH2:3]([C:7]1[N:8]([CH2:34][C:35]2[CH:40]=[CH:39][C:38]([C:41]3[CH:46]=[CH:45][CH:44]=[CH:43][C:42]=3[C:47]3[N:51](C(C4C=CC=CC=4)(C4C=CC=CC=4)C4C=CC=CC=4)[N:50]=[N:49][N:48]=3)=[CH:37][CH:36]=2)[C:9]([C:13]([O:15][CH:16]([O:18][C:19](=[O:33])[CH2:20][CH2:21][CH2:22][C@@H:23]([O:29][N+:30]([O-:32])=[O:31])[CH2:24][O:25][N+:26]([O-:28])=[O:27])[CH3:17])=[O:14])=[C:10]([Cl:12])[N:11]=1)[CH2:4][CH2:5][CH3:6]. Product: [CH2:3]([C:7]1[N:8]([CH2:34][C:35]2[CH:36]=[CH:37][C:38]([C:41]3[CH:46]=[CH:45][CH:44]=[CH:43][C:42]=3[C:47]3[NH:51][N:50]=[N:49][N:48]=3)=[CH:39][CH:40]=2)[C:9]([C:13]([O:15][CH:16]([O:18][C:19](=[O:33])[CH2:20][CH2:21][CH2:22][C@@H:23]([O:29][N+:30]([O-:32])=[O:31])[CH2:24][O:25][N+:26]([O-:28])=[O:27])[CH3:17])=[O:14])=[C:10]([Cl:12])[N:11]=1)[CH2:4][CH2:5][CH3:6]. The catalyst class is: 4. (5) Reactant: [C:1](Cl)(=[O:9])[O:2][C:3]1[CH:8]=[CH:7][CH:6]=[CH:5][CH:4]=1.[F:11][C:12]([F:36])([F:35])[C:13]([N:15]([CH2:25][C:26]1([CH2:32][O:33][CH3:34])[CH2:31][CH2:30][NH:29][CH2:28][CH2:27]1)[C@@H:16]1[CH2:18][C@H:17]1[C:19]1[CH:24]=[CH:23][CH:22]=[CH:21][CH:20]=1)=[O:14].C(N(CC)CC)C. Product: [CH3:34][O:33][CH2:32][C:26]1([CH2:25][N:15]([C@@H:16]2[CH2:18][C@H:17]2[C:19]2[CH:24]=[CH:23][CH:22]=[CH:21][CH:20]=2)[C:13](=[O:14])[C:12]([F:36])([F:11])[F:35])[CH2:27][CH2:28][N:29]([C:1]([O:2][C:3]2[CH:8]=[CH:7][CH:6]=[CH:5][CH:4]=2)=[O:9])[CH2:30][CH2:31]1. The catalyst class is: 124.